The task is: Predict the reactants needed to synthesize the given product.. This data is from Full USPTO retrosynthesis dataset with 1.9M reactions from patents (1976-2016). (1) Given the product [CH:36]1([C:33]2[N:34]=[CH:35][C:30]([C:28]([NH:27][C:24]3[CH:25]=[CH:26][C:21]([C@@H:17]4[O:18][CH2:19][CH2:20][NH:15][CH2:16]4)=[CH:22][C:23]=3[F:39])=[O:29])=[N:31][CH:32]=2)[CH2:37][CH2:38]1, predict the reactants needed to synthesize it. The reactants are: FC(F)(F)C(O)=O.C(OC([N:15]1[CH2:20][CH2:19][O:18][C@@H:17]([C:21]2[CH:26]=[CH:25][C:24]([NH:27][C:28]([C:30]3[CH:35]=[N:34][C:33]([CH:36]4[CH2:38][CH2:37]4)=[CH:32][N:31]=3)=[O:29])=[C:23]([F:39])[CH:22]=2)[CH2:16]1)=O)(C)(C)C.[OH-].[Na+]. (2) Given the product [CH3:15][N:16]([CH3:25])[C:17]1[CH:22]=[C:21]([C:7]([C:9]2[CH:14]=[CH:13][CH:12]=[CH:11][N:10]=2)([C:2]2[CH:3]=[CH:4][CH:5]=[CH:6][N:1]=2)[CH3:8])[N:20]=[C:19]([C:7]([C:9]2[CH:14]=[CH:13][CH:12]=[CH:11][N:10]=2)([C:2]2[CH:3]=[CH:4][CH:5]=[CH:6][N:1]=2)[CH3:8])[CH:18]=1, predict the reactants needed to synthesize it. The reactants are: [N:1]1[CH:6]=[CH:5][CH:4]=[CH:3][C:2]=1[CH:7]([C:9]1[CH:14]=[CH:13][CH:12]=[CH:11][N:10]=1)[CH3:8].[CH3:15][N:16]([CH3:25])[C:17]1[CH:22]=[C:21](F)[N:20]=[C:19](F)[CH:18]=1.